This data is from Peptide-MHC class I binding affinity with 185,985 pairs from IEDB/IMGT. The task is: Regression. Given a peptide amino acid sequence and an MHC pseudo amino acid sequence, predict their binding affinity value. This is MHC class I binding data. The peptide sequence is QAFEAGIDF. The MHC is HLA-A02:03 with pseudo-sequence HLA-A02:03. The binding affinity (normalized) is 0.0847.